This data is from Forward reaction prediction with 1.9M reactions from USPTO patents (1976-2016). The task is: Predict the product of the given reaction. (1) Given the reactants Cl[CH2:2][CH2:3][CH2:4][O:5][C:6]1[CH:15]=[C:14]2[C:9]([C:10]([NH:16][C:17]3[CH:21]=[C:20]([CH2:22][C:23]([NH:25][C:26]4[CH:31]=[CH:30][CH:29]=[C:28]([F:32])[C:27]=4[F:33])=[O:24])[NH:19][N:18]=3)=[N:11][CH:12]=[N:13]2)=[CH:8][CH:7]=1.[I-].[K+].CNC.[CH2:39]([NH:41][CH2:42][CH2:43][OH:44])[CH3:40].[Cl:45][CH2:46][Cl:47], predict the reaction product. The product is: [Cl:45][CH2:46][Cl:47].[CH3:4][OH:5].[NH3:11].[F:33][C:27]1[C:28]([F:32])=[CH:29][CH:30]=[CH:31][C:26]=1[NH:25][C:23](=[O:24])[CH2:22][C:20]1[NH:19][N:18]=[C:17]([NH:16][C:10]2[C:9]3[C:14](=[CH:15][C:6]([O:5][CH2:4][CH2:3][CH2:2][N:41]([CH2:39][CH3:40])[CH2:42][CH2:43][OH:44])=[CH:7][CH:8]=3)[N:13]=[CH:12][N:11]=2)[CH:21]=1. (2) Given the reactants [C:1]([N:4]1[C:12]2[C:7](=[CH:8][C:9]([S:13](Cl)(=[O:15])=[O:14])=[CH:10][CH:11]=2)[CH2:6][CH2:5]1)(=[O:3])[CH3:2].N.CC[N:20](CC)CC, predict the reaction product. The product is: [C:1]([N:4]1[C:12]2[C:7](=[CH:8][C:9]([S:13]([NH2:20])(=[O:15])=[O:14])=[CH:10][CH:11]=2)[CH2:6][CH2:5]1)(=[O:3])[CH3:2]. (3) Given the reactants [NH2:1][C:2]1[N:3]=[CH:4][C:5]2[C:10]([CH:11]=1)=[CH:9][CH:8]=[CH:7][CH:6]=2.[CH3:12][C:13](OC(C)=O)=[O:14], predict the reaction product. The product is: [CH:4]1[C:5]2[C:10](=[CH:9][CH:8]=[CH:7][CH:6]=2)[CH:11]=[C:2]([NH:1][C:13](=[O:14])[CH3:12])[N:3]=1. (4) Given the reactants Cl[C:2]1[N:7]=[CH:6][N:5]=[C:4]([NH2:8])[CH:3]=1.C(N(C(C)C)CC)(C)C.[N:18]1([CH2:24][CH2:25][CH2:26][N:27]2[CH2:32][CH2:31][O:30][CH2:29][CH2:28]2)[CH2:23][CH2:22][NH:21][CH2:20][CH2:19]1, predict the reaction product. The product is: [N:27]1([CH2:26][CH2:25][CH2:24][N:18]2[CH2:19][CH2:20][N:21]([C:6]3[N:5]=[C:4]([NH2:8])[CH:3]=[CH:2][N:7]=3)[CH2:22][CH2:23]2)[CH2:28][CH2:29][O:30][CH2:31][CH2:32]1. (5) Given the reactants [C:1]([C:5]1[CH:10]=[CH:9][C:8]([S:11]([N:14]2[C:20]3[CH:21]=[C:22]([C:25](=O)[CH3:26])[CH:23]=[CH:24][C:19]=3[NH:18][C:17]3[N:28]=[C:29]([C:32]([F:35])([F:34])[F:33])[CH:30]=[CH:31][C:16]=3[CH2:15]2)(=[O:13])=[O:12])=[CH:7][CH:6]=1)([CH3:4])([CH3:3])[CH3:2].Cl.[NH2:37][OH:38].N1C=CC=CC=1, predict the reaction product. The product is: [C:1]([C:5]1[CH:10]=[CH:9][C:8]([S:11]([N:14]2[C:20]3[CH:21]=[C:22]([C:25](=[N:37][OH:38])[CH3:26])[CH:23]=[CH:24][C:19]=3[NH:18][C:17]3[N:28]=[C:29]([C:32]([F:35])([F:34])[F:33])[CH:30]=[CH:31][C:16]=3[CH2:15]2)(=[O:13])=[O:12])=[CH:7][CH:6]=1)([CH3:4])([CH3:3])[CH3:2]. (6) Given the reactants [CH3:1][O:2][C:3]1[CH:4]=[C:5]2[C:10](=[CH:11][C:12]=1[O:13][CH2:14][CH:15]1[CH2:17][O:16]1)[N:9]=[CH:8][CH:7]=[C:6]2[O:18][C:19]1[CH:24]=[CH:23][C:22]([CH3:25])=[CH:21][C:20]=1[C:26]([C:28]1[CH:33]=[CH:32][CH:31]=[CH:30][CH:29]=1)=[O:27].[NH:34]1[CH:38]=[CH:37][N:36]=[CH:35]1.O.CN(C)[CH:42]=[O:43], predict the reaction product. The product is: [OH:16][CH:15]([CH2:17][C:42]([N:34]1[CH:38]=[CH:37][N:36]=[CH:35]1)=[O:43])[CH2:14][O:13][C:12]1[CH:11]=[C:10]2[C:5]([C:6]([O:18][C:19]3[CH:24]=[CH:23][C:22]([CH3:25])=[CH:21][C:20]=3[C:26]([C:28]3[CH:29]=[CH:30][CH:31]=[CH:32][CH:33]=3)=[O:27])=[CH:7][CH:8]=[N:9]2)=[CH:4][C:3]=1[O:2][CH3:1].